Dataset: Reaction yield outcomes from USPTO patents with 853,638 reactions. Task: Predict the reaction yield, written as a fraction of the theoretical maximum amount of product (1.0 means a 100% yield; for example, 0.34 means a 34% yield). (1) The product is [CH:1]1(/[CH:6]=[C:7](\[C:11]2[CH:16]=[CH:15][C:14]([N:17]3[C:21]([CH3:22])=[N:20][N:19]=[N:18]3)=[C:13]([F:23])[CH:12]=2)/[C:8]([NH:34][C:32]([NH:31][CH3:30])=[O:33])=[O:9])[CH2:5][CH2:4][CH2:3][CH2:2]1. The catalyst is FC1C=CC=CC=1.CN(C)C=O.C(OCC)(=O)C. The yield is 0.220. The reactants are [CH:1]1(/[CH:6]=[C:7](\[C:11]2[CH:16]=[CH:15][C:14]([N:17]3[C:21]([CH3:22])=[N:20][N:19]=[N:18]3)=[C:13]([F:23])[CH:12]=2)/[C:8](O)=[O:9])[CH2:5][CH2:4][CH2:3][CH2:2]1.C(Cl)(=O)C(Cl)=O.[CH3:30][NH:31][C:32]([NH2:34])=[O:33].N1C=CC=CC=1.Cl. (2) The reactants are [Cl:1][C:2]1[CH:10]=[CH:9][C:5]([C:6](Cl)=[O:7])=[CH:4][C:3]=1[S:11](=[O:14])(=[O:13])[NH2:12].[Cl-].[Al+3].[Cl-].[Cl-].[CH:19]1[CH:24]=[CH:23][CH:22]=[CH:21][CH:20]=1.Cl. The catalyst is C(Cl)Cl. The product is [C:6]([C:5]1[CH:9]=[CH:10][C:2]([Cl:1])=[C:3]([S:11]([NH2:12])(=[O:14])=[O:13])[CH:4]=1)(=[O:7])[C:19]1[CH:24]=[CH:23][CH:22]=[CH:21][CH:20]=1. The yield is 0.690. (3) The reactants are C([O:5][C:6](=[O:42])[CH2:7][N:8](C(OC(C)(C)C)=O)[C:9]1[CH:14]=[CH:13][CH:12]=[C:11]([CH:15]([CH2:26][C:27]2[CH:32]=[CH:31][C:30]([NH:33][CH3:34])=[CH:29][CH:28]=2)[NH:16][S:17]([C:20]2[CH:21]=[N:22][CH:23]=[CH:24][CH:25]=2)(=[O:19])=[O:18])[N:10]=1)(C)(C)C.Cl.O1CCOCC1. The catalyst is C(Cl)Cl. The product is [CH3:34][NH:33][C:30]1[CH:31]=[CH:32][C:27]([CH2:26][CH:15]([NH:16][S:17]([C:20]2[CH:21]=[N:22][CH:23]=[CH:24][CH:25]=2)(=[O:19])=[O:18])[C:11]2[N:10]=[C:9]([NH:8][CH2:7][C:6]([OH:42])=[O:5])[CH:14]=[CH:13][CH:12]=2)=[CH:28][CH:29]=1. The yield is 0.740.